Dataset: Peptide-MHC class I binding affinity with 185,985 pairs from IEDB/IMGT. Task: Regression. Given a peptide amino acid sequence and an MHC pseudo amino acid sequence, predict their binding affinity value. This is MHC class I binding data. (1) The peptide sequence is LHPPTEVFL. The MHC is Mamu-A01 with pseudo-sequence Mamu-A01. The binding affinity (normalized) is 0.378. (2) The peptide sequence is VLQQSTYQLV. The MHC is HLA-A01:01 with pseudo-sequence HLA-A01:01. The binding affinity (normalized) is 0.128. (3) The peptide sequence is DLASWIKYI. The MHC is Mamu-B1001 with pseudo-sequence Mamu-B1001. The binding affinity (normalized) is 0.000915. (4) The peptide sequence is FLPSDYFPSV. The MHC is HLA-A02:07 with pseudo-sequence HLA-A02:07. The binding affinity (normalized) is 0.710.